This data is from NCI-60 drug combinations with 297,098 pairs across 59 cell lines. The task is: Regression. Given two drug SMILES strings and cell line genomic features, predict the synergy score measuring deviation from expected non-interaction effect. (1) Drug 1: CN1C2=C(C=C(C=C2)N(CCCl)CCCl)N=C1CCCC(=O)O.Cl. Drug 2: C1=NNC2=C1C(=O)NC=N2. Cell line: DU-145. Synergy scores: CSS=-2.69, Synergy_ZIP=6.34, Synergy_Bliss=9.67, Synergy_Loewe=-3.39, Synergy_HSA=-0.601. (2) Drug 1: CCC1=C2CN3C(=CC4=C(C3=O)COC(=O)C4(CC)O)C2=NC5=C1C=C(C=C5)O. Drug 2: CC1C(C(CC(O1)OC2CC(OC(C2O)C)OC3=CC4=CC5=C(C(=O)C(C(C5)C(C(=O)C(C(C)O)O)OC)OC6CC(C(C(O6)C)O)OC7CC(C(C(O7)C)O)OC8CC(C(C(O8)C)O)(C)O)C(=C4C(=C3C)O)O)O)O. Cell line: HCC-2998. Synergy scores: CSS=66.9, Synergy_ZIP=-2.06, Synergy_Bliss=0.409, Synergy_Loewe=-5.38, Synergy_HSA=0.0378. (3) Drug 1: C1CCN(CC1)CCOC2=CC=C(C=C2)C(=O)C3=C(SC4=C3C=CC(=C4)O)C5=CC=C(C=C5)O. Drug 2: CN(C(=O)NC(C=O)C(C(C(CO)O)O)O)N=O. Cell line: HL-60(TB). Synergy scores: CSS=-14.5, Synergy_ZIP=13.8, Synergy_Bliss=13.6, Synergy_Loewe=-6.13, Synergy_HSA=-4.37. (4) Drug 1: CN1CCC(CC1)COC2=C(C=C3C(=C2)N=CN=C3NC4=C(C=C(C=C4)Br)F)OC. Drug 2: C1CC(C1)(C(=O)O)C(=O)O.[NH2-].[NH2-].[Pt+2]. Cell line: OVCAR-5. Synergy scores: CSS=24.9, Synergy_ZIP=-5.54, Synergy_Bliss=3.35, Synergy_Loewe=1.05, Synergy_HSA=5.72. (5) Drug 2: C1=NNC2=C1C(=O)NC=N2. Cell line: SK-MEL-28. Synergy scores: CSS=1.75, Synergy_ZIP=-2.20, Synergy_Bliss=-5.49, Synergy_Loewe=-0.441, Synergy_HSA=-4.55. Drug 1: CNC(=O)C1=NC=CC(=C1)OC2=CC=C(C=C2)NC(=O)NC3=CC(=C(C=C3)Cl)C(F)(F)F. (6) Drug 1: CC1CCC2CC(C(=CC=CC=CC(CC(C(=O)C(C(C(=CC(C(=O)CC(OC(=O)C3CCCCN3C(=O)C(=O)C1(O2)O)C(C)CC4CCC(C(C4)OC)O)C)C)O)OC)C)C)C)OC. Drug 2: CC(C)NC(=O)C1=CC=C(C=C1)CNNC.Cl. Cell line: SR. Synergy scores: CSS=6.12, Synergy_ZIP=-1.61, Synergy_Bliss=-2.83, Synergy_Loewe=-28.3, Synergy_HSA=-7.72. (7) Drug 1: C1=C(C(=O)NC(=O)N1)F. Drug 2: CN(CC1=CN=C2C(=N1)C(=NC(=N2)N)N)C3=CC=C(C=C3)C(=O)NC(CCC(=O)O)C(=O)O. Cell line: HCT-15. Synergy scores: CSS=64.1, Synergy_ZIP=-5.36, Synergy_Bliss=-5.89, Synergy_Loewe=-3.77, Synergy_HSA=0.341.